This data is from Catalyst prediction with 721,799 reactions and 888 catalyst types from USPTO. The task is: Predict which catalyst facilitates the given reaction. (1) Reactant: Cl.[C:2]([N:5]([CH2:7][C:8]([OH:10])=[O:9])[CH3:6])(=O)C.N(CC(O)=O)C.C=O.[OH:19][PH:20]([OH:22])=[O:21].P(Cl)(Cl)Cl. Product: [P:20]([CH2:2][N:5]([CH3:6])[CH2:7][C:8]([OH:10])=[O:9])([OH:22])([OH:21])=[O:19]. The catalyst class is: 86. (2) Reactant: Br[CH2:2][C:3]1[CH:12]=[CH:11][C:10]([O:13][CH3:14])=[CH:9][C:4]=1[C:5](OC)=[O:6].[NH3:15].CO. The catalyst class is: 5. Product: [CH3:14][O:13][C:10]1[CH:9]=[C:4]2[C:3]([CH2:2][NH:15][C:5]2=[O:6])=[CH:12][CH:11]=1. (3) Reactant: [CH2:1]([O:8][NH:9][C:10]([C@@H:12]1[N:17]([S:18]([C:21]2[CH:26]=[CH:25][C:24]([O:27][CH3:28])=[CH:23][CH:22]=2)(=[O:20])=[O:19])[CH2:16][C@@H:15]2[O:29]C(C)(C)[O:31][C@H:14]2[C@H:13]1[OH:34])=[O:11])[C:2]1[CH:7]=[CH:6][CH:5]=[CH:4][CH:3]=1. Product: [CH2:1]([O:8][NH:9][C:10]([C@H:12]1[C@H:13]([OH:34])[C@H:14]([OH:31])[C@@H:15]([OH:29])[CH2:16][N:17]1[S:18]([C:21]1[CH:22]=[CH:23][C:24]([O:27][CH3:28])=[CH:25][CH:26]=1)(=[O:20])=[O:19])=[O:11])[C:2]1[CH:7]=[CH:6][CH:5]=[CH:4][CH:3]=1. The catalyst class is: 5. (4) Reactant: Cl[C:2]1[C:7]([CH3:8])=[CH:6][C:5]([F:9])=[CH:4][N:3]=1.[CH3:10][N:11](C=O)C. Product: [F:9][C:5]1[CH:6]=[C:7]([CH3:8])[C:2]([C:10]#[N:11])=[N:3][CH:4]=1. The catalyst class is: 380.